Dataset: Reaction yield outcomes from USPTO patents with 853,638 reactions. Task: Predict the reaction yield, written as a fraction of the theoretical maximum amount of product (1.0 means a 100% yield; for example, 0.34 means a 34% yield). The reactants are [O:1]1[C:5]2[CH:6]=[CH:7][C:8]([CH2:10][NH:11][CH2:12][CH2:13][CH:14]3[CH2:19][CH2:18][CH2:17][CH2:16][N:15]3[C:20]3[CH:25]=[CH:24][N:23]=[C:22]([N:26]4[CH:30]=[CH:29][N:28]=[CH:27]4)[N:21]=3)=[CH:9][C:4]=2[O:3][CH2:2]1.CCN(C(C)C)C(C)C.[CH3:40][S:41](Cl)(=[O:43])=[O:42]. The catalyst is C1COCC1. The product is [O:1]1[C:5]2[CH:6]=[CH:7][C:8]([CH2:10][N:11]([S:41]([CH3:40])(=[O:43])=[O:42])[CH2:12][CH2:13][CH:14]3[CH2:19][CH2:18][CH2:17][CH2:16][N:15]3[C:20]3[CH:25]=[CH:24][N:23]=[C:22]([N:26]4[CH:30]=[CH:29][N:28]=[CH:27]4)[N:21]=3)=[CH:9][C:4]=2[O:3][CH2:2]1. The yield is 0.510.